From a dataset of Forward reaction prediction with 1.9M reactions from USPTO patents (1976-2016). Predict the product of the given reaction. (1) Given the reactants FC(F)(F)C1N=C(N2CCC(C(N3CCC(N[C:23](=[O:25])[O-:24])C3)=O)CC2)C=CC=1.Cl[C:29]1[CH:34]=[CH:33][CH:32]=[C:31]([C:35](F)(F)F)N=1.[NH:39]1[CH2:44][CH2:43][CH:42]([C:45]([N:47]2[CH2:51][CH2:50][C@H:49]([NH:52][C:53](=[O:59])[O:54][C:55]([CH3:58])([CH3:57])[CH3:56])[CH2:48]2)=[O:46])[CH2:41][CH2:40]1.[CH2:60](N(CC)CC)C, predict the reaction product. The product is: [C:55]([O:54][C:53]([NH:52][C@H:49]1[CH2:50][CH2:51][N:47]([C:45]([CH:42]2[CH2:41][CH2:40][N:39]([C:23]([O:24][CH2:60][C:31]3[CH:35]=[CH:29][CH:34]=[CH:33][CH:32]=3)=[O:25])[CH2:44][CH2:43]2)=[O:46])[CH2:48]1)=[O:59])([CH3:56])([CH3:58])[CH3:57]. (2) Given the reactants C(Cl)(=O)C(Cl)=O.[N:7]1([C:13]2[CH:14]=[N:15][C:16]([C:19]([OH:21])=O)=[CH:17][CH:18]=2)[CH2:12][CH2:11][CH2:10][CH2:9][CH2:8]1.C(N(CC)CC)C.Cl.[CH2:30]([NH:37][OH:38])[C:31]1[CH:36]=[CH:35][CH:34]=[CH:33][CH:32]=1, predict the reaction product. The product is: [CH2:30]([N:37]([OH:38])[C:19]([C:16]1[N:15]=[CH:14][C:13]([N:7]2[CH2:8][CH2:9][CH2:10][CH2:11][CH2:12]2)=[CH:18][CH:17]=1)=[O:21])[C:31]1[CH:36]=[CH:35][CH:34]=[CH:33][CH:32]=1. (3) Given the reactants [O:1]=[C:2]1[N:7]([C:8]2[CH:13]=[CH:12][CH:11]=[C:10]([C:14]([F:17])([F:16])[F:15])[CH:9]=2)[C:6]2[CH2:18][CH2:19][NH:20][C:21](=[O:22])[C:5]=2[CH:4]([C:23]2[CH:30]=[CH:29][C:26]([C:27]#[N:28])=[CH:25][CH:24]=2)[NH:3]1.[CH:31]([N-]C(C)C)(C)C.[Li+].IC.O, predict the reaction product. The product is: [CH3:31][N:3]1[CH:4]([C:23]2[CH:24]=[CH:25][C:26]([C:27]#[N:28])=[CH:29][CH:30]=2)[C:5]2[C:21](=[O:22])[NH:20][CH2:19][CH2:18][C:6]=2[N:7]([C:8]2[CH:13]=[CH:12][CH:11]=[C:10]([C:14]([F:15])([F:16])[F:17])[CH:9]=2)[C:2]1=[O:1]. (4) Given the reactants [Cl:1][C:2]1[CH:3]=[N:4][CH:5]=[C:6]([Cl:27])[C:7]=1[NH:8][C:9]1[NH:10][C:11]2[C:17]3[CH2:18][C:19]([CH3:22])([CH3:21])[O:20][C:16]=3[C:15]([C:23](OC)=[O:24])=[CH:14][C:12]=2[N:13]=1.[CH:28]1([C:31]2[CH:32]=[CH:33][C:34]([F:38])=[C:35]([CH:37]=2)[NH2:36])[CH2:30][CH2:29]1.C[Al](C)C, predict the reaction product. The product is: [CH:28]1([C:31]2[CH:32]=[CH:33][C:34]([F:38])=[C:35]([NH:36][C:23]([C:15]3[C:16]4[O:20][C:19]([CH3:22])([CH3:21])[CH2:18][C:17]=4[C:11]4[NH:10][C:9]([NH:8][C:7]5[C:2]([Cl:1])=[CH:3][N:4]=[CH:5][C:6]=5[Cl:27])=[N:13][C:12]=4[CH:14]=3)=[O:24])[CH:37]=2)[CH2:30][CH2:29]1. (5) The product is: [C:25]([O:29][C:30](=[O:31])[NH:32][C@H:33]1[CH2:34][CH2:35][C@H:36]([CH2:39][C:40]2[C:41](=[O:43])[O:42][C:45]3[CH:46]=[N:47][C:48]4[C:53]([C:54]=3[CH:55]=2)=[CH:52][C:51]([O:57][CH3:58])=[CH:50][CH:49]=4)[CH2:37][CH2:38]1)([CH3:28])([CH3:26])[CH3:27]. Given the reactants F[P-](F)(F)(F)(F)F.N1(OC(N(C)C)=[N+](C)C)C2N=CC=CC=2N=N1.[C:25]([O:29][C:30]([NH:32][C@H:33]1[CH2:38][CH2:37][C@H:36]([CH2:39][CH2:40][C:41]([OH:43])=[O:42])[CH2:35][CH2:34]1)=[O:31])([CH3:28])([CH3:27])[CH3:26].O[C:45]1[CH:46]=[N:47][C:48]2[C:53]([C:54]=1[CH:55]=O)=[CH:52][C:51]([O:57][CH3:58])=[CH:50][CH:49]=2.N1(C2CCCCCCCCCC2)CCCN=CCCCCC1, predict the reaction product. (6) Given the reactants [C:1]([O:5][C:6]1[CH:7]=[C:8]([C@@H:19]([OH:26])[CH2:20]OS(C)(=O)=O)[C:9]2[S:13][C:12]([O:14][CH:15]([CH3:17])[CH3:16])=[N:11][C:10]=2[CH:18]=1)([CH3:4])([CH3:3])[CH3:2].[CH3:27][C:28]([NH2:37])([CH2:30][C:31]1[CH:32]=[CH:33][CH:34]=[CH:35][CH:36]=1)[CH3:29], predict the reaction product. The product is: [C:1]([O:5][C:6]1[CH:7]=[C:8]([C@@H:19]([OH:26])[CH2:20][NH:37][C:28]([CH3:29])([CH3:27])[CH2:30][C:31]2[CH:32]=[CH:33][CH:34]=[CH:35][CH:36]=2)[C:9]2[S:13][C:12]([O:14][CH:15]([CH3:17])[CH3:16])=[N:11][C:10]=2[CH:18]=1)([CH3:4])([CH3:2])[CH3:3]. (7) The product is: [F:2][C:3]1[C:10]([O:11][C:12]2[CH:17]=[CH:16][CH:15]=[CH:14][CH:13]=2)=[CH:9][CH:8]=[CH:7][C:4]=1[CH2:5][NH:6][C:21](=[O:22])[C:20]1[CH:24]=[CH:25][CH:26]=[N:27][C:19]=1[NH2:18]. Given the reactants Cl.[F:2][C:3]1[C:10]([O:11][C:12]2[CH:17]=[CH:16][CH:15]=[CH:14][CH:13]=2)=[CH:9][CH:8]=[CH:7][C:4]=1[CH2:5][NH2:6].[NH2:18][C:19]1[N:27]=[CH:26][CH:25]=[CH:24][C:20]=1[C:21](O)=[O:22].CCN=C=NCCCN(C)C.N1C=CC=CC=1, predict the reaction product.